Dataset: Reaction yield outcomes from USPTO patents with 853,638 reactions. Task: Predict the reaction yield, written as a fraction of the theoretical maximum amount of product (1.0 means a 100% yield; for example, 0.34 means a 34% yield). (1) The reactants are [CH3:1][O-:2].[Na+].Cl[C:5]1[N:10]=[N:9][C:8]([N:11]2[C:15]([C:16]3[CH:17]=[N:18][C:19]([CH3:22])=[CH:20][CH:21]=3)=[CH:14][C:13]([C:23]([O:25]C)=[O:24])=[N:12]2)=[CH:7][CH:6]=1.O.Cl. The catalyst is CO. The product is [CH3:1][O:2][C:5]1[N:10]=[N:9][C:8]([N:11]2[C:15]([C:16]3[CH:17]=[N:18][C:19]([CH3:22])=[CH:20][CH:21]=3)=[CH:14][C:13]([C:23]([OH:25])=[O:24])=[N:12]2)=[CH:7][CH:6]=1. The yield is 0.970. (2) The product is [C:24]([O:23][C:21]([N:10]1[CH2:11][CH:12]2[C:8]([C:5]3[CH:4]=[CH:3][C:2]([Br:1])=[CH:7][CH:6]=3)([CH2:13]2)[CH2:9]1)=[O:22])([CH3:27])([CH3:26])[CH3:25]. The yield is 0.840. The reactants are [Br:1][C:2]1[CH:7]=[CH:6][C:5]([C:8]23[CH2:13][CH:12]2[CH2:11][NH:10][CH2:9]3)=[CH:4][CH:3]=1.C(N(CC)CC)C.[C:21](O[C:21]([O:23][C:24]([CH3:27])([CH3:26])[CH3:25])=[O:22])([O:23][C:24]([CH3:27])([CH3:26])[CH3:25])=[O:22]. The catalyst is C(Cl)Cl. (3) The reactants are Cl[C:2]1[C:11]2[C:6](=[CH:7][CH:8]=[CH:9][CH:10]=2)[C:5]([Cl:12])=[N:4][N:3]=1.[CH:13]1[C:22]2[C:17](=[CH:18][CH:19]=[CH:20][CH:21]=2)[CH:16]=[CH:15][C:14]=1[OH:23].[Cl-].[Al+3].[Cl-].[Cl-]. The catalyst is ClC(Cl)C. The product is [Cl:12][C:5]1[C:6]2[C:11](=[CH:10][CH:9]=[CH:8][CH:7]=2)[C:2]([C:13]2[C:22]3[C:17](=[CH:18][CH:19]=[CH:20][CH:21]=3)[CH:16]=[CH:15][C:14]=2[OH:23])=[N:3][N:4]=1. The yield is 0.770. (4) The reactants are [Cl:1][C:2]1[CH:7]=[CH:6][C:5]([C:8]2[NH:9][C:10]3[N:11]([N:15]=[CH:16][C:17]=3[C:18]([NH2:20])=[O:19])[C:12](=[O:14])[CH:13]=2)=[CH:4][CH:3]=1.CO[CH:23](OC)[N:24]([CH3:26])[CH3:25].[C:29]1(C)C=CC=CC=1. No catalyst specified. The product is [Cl:1][C:2]1[CH:7]=[CH:6][C:5]([C:8]2[NH:9][C:10]3[N:11]([N:15]=[CH:16][C:17]=3[C:18](/[N:20]=[C:23](/[N:24]([CH3:26])[CH3:25])\[CH3:29])=[O:19])[C:12](=[O:14])[CH:13]=2)=[CH:4][CH:3]=1. The yield is 0.500. (5) The reactants are Br[C:2]1[CH:3]=[C:4]([NH:10][C:11]2[NH:15][N:14]=[C:13]([CH:16]3[CH2:18][CH2:17]3)[CH:12]=2)[C:5](=[O:9])[N:6]([CH3:8])[CH:7]=1.C([O:22][CH2:23][C:24]1[C:29](B2OC(C)(C)C(C)(C)O2)=[CH:28][CH:27]=[CH:26][C:25]=1[N:39]1[CH2:47][C:46]2[C:41](=[CH:42][CH:43]=[C:44]([C:48]([CH3:51])([CH3:50])[CH3:49])[CH:45]=2)[C:40]1=[O:52])(=O)C. No catalyst specified. The product is [C:48]([C:44]1[CH:45]=[C:46]2[C:41](=[CH:42][CH:43]=1)[C:40](=[O:52])[N:39]([C:25]1[CH:26]=[CH:27][CH:28]=[C:29]([C:2]3[CH:3]=[C:4]([NH:10][C:11]4[NH:15][N:14]=[C:13]([CH:16]5[CH2:18][CH2:17]5)[CH:12]=4)[C:5](=[O:9])[N:6]([CH3:8])[CH:7]=3)[C:24]=1[CH2:23][OH:22])[CH2:47]2)([CH3:51])([CH3:49])[CH3:50]. The yield is 0.330. (6) The reactants are Br.[Br:2][C:3]1[CH:4]=[C:5]([CH2:10]Br)[C:6]([NH2:9])=[N:7][CH:8]=1.[CH2:12]([O:14][C:15](=[O:27])[CH2:16][NH:17][CH2:18][C:19]1[CH:24]=[CH:23][C:22]([O:25][CH3:26])=[CH:21][CH:20]=1)[CH3:13].C(N(CC)CC)C. The catalyst is CN(C=O)C.O. The product is [CH2:12]([O:14][C:15](=[O:27])[CH2:16][N:17]([CH2:10][C:5]1[C:6]([NH2:9])=[N:7][CH:8]=[C:3]([Br:2])[CH:4]=1)[CH2:18][C:19]1[CH:20]=[CH:21][C:22]([O:25][CH3:26])=[CH:23][CH:24]=1)[CH3:13]. The yield is 0.930.